From a dataset of Reaction yield outcomes from USPTO patents with 853,638 reactions. Predict the reaction yield, written as a fraction of the theoretical maximum amount of product (1.0 means a 100% yield; for example, 0.34 means a 34% yield). (1) The reactants are CC(C)([O-])C.[K+].F[C:8]1[C:9]([C:14]([OH:16])=[O:15])=[N:10][CH:11]=[CH:12][CH:13]=1.[CH:17]1([OH:21])[CH2:20][CH2:19][CH2:18]1. No catalyst specified. The product is [CH:17]1([O:21][C:8]2[C:9]([C:14]([OH:16])=[O:15])=[N:10][CH:11]=[CH:12][CH:13]=2)[CH2:20][CH2:19][CH2:18]1. The yield is 1.00. (2) The reactants are [CH3:1][O:2][C:3]1[CH:4]=[C:5]2[C:10](=[CH:11][C:12]=1[O:13][CH3:14])[N:9]=[CH:8][CH:7]=[C:6]2[O:15][C:16]1[CH:22]=[CH:21][C:19]([NH2:20])=[CH:18][CH:17]=1.C(N(CC)CC)C.ClC(Cl)(O[C:34](=[O:40])OC(Cl)(Cl)Cl)Cl.[CH3:42][C:43]1[N:44]=[C:45]([CH:49]([NH2:51])[CH3:50])[S:46][C:47]=1[CH3:48]. The yield is 0.400. The catalyst is C(Cl)(Cl)Cl. The product is [CH3:1][O:2][C:3]1[CH:4]=[C:5]2[C:10](=[CH:11][C:12]=1[O:13][CH3:14])[N:9]=[CH:8][CH:7]=[C:6]2[O:15][C:16]1[CH:22]=[CH:21][C:19]([NH:20][C:34]([NH:51][CH:49]([C:45]2[S:46][C:47]([CH3:48])=[C:43]([CH3:42])[N:44]=2)[CH3:50])=[O:40])=[CH:18][CH:17]=1. (3) The reactants are [CH2:1]([SH:4])[CH2:2][CH3:3].C[Si]([N-][Si](C)(C)C)(C)C.[Na+].C1COCC1.Cl[C:21]1[C:26]([C:27]([NH:29][CH:30]2[CH2:35][CH2:34][CH2:33][CH2:32][CH2:31]2)=[O:28])=[CH:25][CH:24]=[C:23]([Cl:36])[N:22]=1. The catalyst is CN(C=O)C. The product is [Cl:36][C:23]1[N:22]=[C:21]([S:4][CH2:1][CH2:2][CH3:3])[C:26]([C:27]([NH:29][CH:30]2[CH2:35][CH2:34][CH2:33][CH2:32][CH2:31]2)=[O:28])=[CH:25][CH:24]=1. The yield is 0.760. (4) The reactants are O.[NH:2]1[C:6]2=[N:7][CH:8]=[CH:9][CH:10]=[C:5]2[C:4]([CH2:11][C@@H:12]([C:14](O)=[O:15])[NH2:13])=[CH:3]1.S(C)C.B. The catalyst is C1COCC1. The product is [NH2:13][CH:12]([CH2:11][C:4]1[C:5]2[C:6](=[N:7][CH:8]=[CH:9][CH:10]=2)[NH:2][CH:3]=1)[CH2:14][OH:15]. The yield is 0.520. (5) The reactants are [Br:1][C:2]1[C:3]([N:22]2[CH2:27][CH2:26][CH2:25][C@@H:24]([NH:28][CH2:29][CH2:30][O:31][Si](C(C)(C)C)(C)C)[CH2:23]2)=[C:4]2[C:10]([NH:11][C:12](=[O:21])[C:13]3[CH:18]=[CH:17][C:16]([F:19])=[C:15]([Cl:20])[CH:14]=3)=[CH:9][NH:8][C:5]2=[N:6][CH:7]=1.CCCC[N+](CCCC)(CCCC)CCCC.[F-].Cl. The catalyst is C1COCC1.C(Cl)Cl.CCOCC. The product is [ClH:20].[Br:1][C:2]1[C:3]([N:22]2[CH2:27][CH2:26][CH2:25][C@@H:24]([NH:28][CH2:29][CH2:30][OH:31])[CH2:23]2)=[C:4]2[C:10]([NH:11][C:12](=[O:21])[C:13]3[CH:18]=[CH:17][C:16]([F:19])=[C:15]([Cl:20])[CH:14]=3)=[CH:9][NH:8][C:5]2=[N:6][CH:7]=1. The yield is 0.540. (6) No catalyst specified. The reactants are [NH2:1][C:2]1[C:11]2[C:6](=[C:7](Br)[CH:8]=[CH:9][CH:10]=2)[N:5]=[N:4][C:3]=1[C:13]([NH:15][CH:16]1[CH2:18][CH2:17]1)=[O:14].[CH3:19][O:20][C:21]1[C:26](B(O)O)=[CH:25][CH:24]=[C:23]([O:30][CH3:31])[N:22]=1. The product is [NH2:1][C:2]1[C:11]2[C:6](=[C:7]([C:26]3[C:21]([O:20][CH3:19])=[N:22][C:23]([O:30][CH3:31])=[CH:24][CH:25]=3)[CH:8]=[CH:9][CH:10]=2)[N:5]=[N:4][C:3]=1[C:13]([NH:15][CH:16]1[CH2:18][CH2:17]1)=[O:14]. The yield is 0.770. (7) The reactants are [F:1][C:2]1[CH:3]=[C:4]([C:9]([C:24]2[CH:29]=[CH:28][C:27]([F:30])=[C:26]([F:31])[CH:25]=2)([OH:23])[C@@H:10]([NH:17][C:18](=O)[O:19]CC)[C:11]2[CH:16]=[CH:15][CH:14]=[CH:13][CH:12]=2)[CH:5]=[CH:6][C:7]=1[F:8].CC([O-])(C)C.[K+]. The catalyst is CCO. The product is [F:31][C:26]1[CH:25]=[C:24]([C:9]2([C:4]3[CH:5]=[CH:6][C:7]([F:8])=[C:2]([F:1])[CH:3]=3)[O:23][C:18](=[O:19])[NH:17][C@H:10]2[C:11]2[CH:12]=[CH:13][CH:14]=[CH:15][CH:16]=2)[CH:29]=[CH:28][C:27]=1[F:30]. The yield is 0.890.